From a dataset of Retrosynthesis with 50K atom-mapped reactions and 10 reaction types from USPTO. Predict the reactants needed to synthesize the given product. (1) The reactants are: CS(=O)c1ccc(CCBr)cc1.Fc1ccc(-c2[nH]cc(C3=CCNCC3)c2-c2ccncc2)cc1Cl. Given the product CS(=O)c1ccc(CCN2CC=C(c3c[nH]c(-c4ccc(F)c(Cl)c4)c3-c3ccncc3)CC2)cc1, predict the reactants needed to synthesize it. (2) Given the product C=C[C@@]12CCc3cc(O)ccc3[C@H]1[C@@H](CCCCCCN(C)C)C[C@]1(C)[C@@H](O)CC[C@H]12, predict the reactants needed to synthesize it. The reactants are: C=C[C@@]12CCc3cc(O)ccc3[C@H]1[C@@H](CCCCCCCl)C[C@]1(C)[C@@H](O)CC[C@H]12.CNC. (3) Given the product CCCS(=O)(=O)c1cc(OCCCCCCc2cccc(OCCCC(=O)OCC)c2CCC(=O)OCC)cc(-c2ccsc2)c1, predict the reactants needed to synthesize it. The reactants are: CCCS(=O)(=O)c1cc(Br)cc(OCCCCCCc2cccc(OCCCC(=O)OCC)c2CCC(=O)OCC)c1.OB(O)c1ccsc1. (4) Given the product CCOC(=O)[C@@H]1[C@H]2CC[C@H](C2)[C@@H]1N(Cc1ccc(C)c(F)c1)C(=O)CC1=NS(=O)(=O)c2cc(NS(C)(=O)=O)ccc2N1, predict the reactants needed to synthesize it. The reactants are: CCOC(=O)[C@@H]1[C@H]2CC[C@H](C2)[C@@H]1NCc1ccc(C)c(F)c1.CS(=O)(=O)Nc1ccc2c(c1)S(=O)(=O)N=C(CC(=O)O)N2. (5) Given the product O=C(O)[C@H](CC(=O)N1C[C@H]2CCCC[C@H]2C1)Cc1ccccc1, predict the reactants needed to synthesize it. The reactants are: O=C(OCc1ccccc1)[C@H](CC(=O)N1C[C@H]2CCCC[C@H]2C1)Cc1ccccc1. (6) Given the product COc1ccc(-c2cccnc2C=O)cc1, predict the reactants needed to synthesize it. The reactants are: COc1ccc(B(O)O)cc1.O=Cc1ncccc1Br. (7) Given the product Nc1nc(N)c2c(N3CCN(Cc4ccccc4)CC3)cccc2n1, predict the reactants needed to synthesize it. The reactants are: BrCc1ccccc1.Nc1nc(N)c2c(N3CCNCC3)cccc2n1. (8) Given the product O=C(NCCCCCCO)c1cc([N+](=O)[O-])cc([N+](=O)[O-])c1N1CC1, predict the reactants needed to synthesize it. The reactants are: C1CN1.O=C(NCCCCCCO)c1cc([N+](=O)[O-])cc([N+](=O)[O-])c1Cl. (9) The reactants are: CCc1nc2ccccc2n1-c1nc(N2CCOCC2)c2nc(C3CCN(C(=O)OC(C)(C)C)CC3)n(C)c2n1. Given the product CCc1nc2ccccc2n1-c1nc(N2CCOCC2)c2nc(C3CCNCC3)n(C)c2n1, predict the reactants needed to synthesize it. (10) Given the product O=C(Cc1ccc(F)c(F)c1)NCC1CN(Cc2ccc(Cl)c(Cl)c2)CCO1, predict the reactants needed to synthesize it. The reactants are: NCC1CN(Cc2ccc(Cl)c(Cl)c2)CCO1.O=C(O)Cc1ccc(F)c(F)c1.